Dataset: Catalyst prediction with 721,799 reactions and 888 catalyst types from USPTO. Task: Predict which catalyst facilitates the given reaction. (1) Reactant: [N:1]([CH2:4][C@@H:5]([NH2:15])[C:6]1[CH:11]=[CH:10][C:9]([N+:12]([O-:14])=[O:13])=[CH:8][CH:7]=1)=[N+:2]=[N-:3].C(N(C(C)C)CC)(C)C.[C:25]([C@@H:29]1[CH2:38][CH2:37][C:36]2[N:35]=[C:34]3[S:39][C:40]([C:42](Cl)=[O:43])=[CH:41][C:33]3=[CH:32][C:31]=2[CH2:30]1)([CH3:28])([CH3:27])[CH3:26].C(Cl)(Cl)=O. Product: [N:1]([CH2:4][C@@H:5]([NH:15][C:42]([C:40]1[S:39][C:34]2=[N:35][C:36]3[CH2:37][CH2:38][C@@H:29]([C:25]([CH3:27])([CH3:26])[CH3:28])[CH2:30][C:31]=3[CH:32]=[C:33]2[CH:41]=1)=[O:43])[C:6]1[CH:7]=[CH:8][C:9]([N+:12]([O-:14])=[O:13])=[CH:10][CH:11]=1)=[N+:2]=[N-:3]. The catalyst class is: 4. (2) Reactant: C(OC(N[C:9]1[C:10]([CH3:21])=[C:11]([C:17](I)=[CH:18][CH:19]=1)[CH2:12][O:13][C:14](=[O:16])[CH3:15])=O)(C)(C)C.[CH2:22]=[C:23]1[CH2:28][CH2:27][O:26][C:24]1=[O:25].[C:29]([O-:32])(=[O:31])C.[K+]. Product: [C:14]([O:13][CH2:12][C:11]1[C:17]([CH2:22][C:23]2[C:24](=[O:25])[O:26][CH2:27][CH:28]=2)=[CH:18][CH:19]=[C:9]([C:29]([O:32][C:10]([CH3:21])([CH3:11])[CH3:9])=[O:31])[C:10]=1[CH3:21])(=[O:16])[CH3:15]. The catalyst class is: 613. (3) Reactant: [Cl:1][C:2]1[C:3]([C:9]([OH:11])=[O:10])=[N:4][C:5](Cl)=[CH:6][CH:7]=1.[OH-].[Na+].C1COCC1.CN([CH:22]([SH:24])C)C.[CH3:25][N:26]([CH:28]=O)[CH3:27]. Product: [Cl-:1].[C:9]([C:3]1[N:4]=[C:5]([S:24][CH2:22][CH2:28][NH+:26]([CH3:27])[CH3:25])[CH:6]=[CH:7][C:2]=1[Cl:1])([OH:11])=[O:10]. The catalyst class is: 6. (4) Reactant: [F:1][CH:2]([F:14])[CH2:3][NH:4][C:5]1[CH:10]=[CH:9][CH:8]=[CH:7][C:6]=1[N+:11]([O-])=O. The catalyst class is: 19. Product: [F:1][CH:2]([F:14])[CH2:3][NH:4][C:5]1[C:6]([NH2:11])=[CH:7][CH:8]=[CH:9][CH:10]=1.